From a dataset of Catalyst prediction with 721,799 reactions and 888 catalyst types from USPTO. Predict which catalyst facilitates the given reaction. (1) Reactant: [C:1]([CH2:3][CH2:4][NH:5][C:6](=O)[CH2:7][CH2:8][CH2:9][CH2:10][CH2:11][CH2:12][N:13]1[C:18]2=[N:19][C:20]([C:30]3[CH:35]=[CH:34][C:33]([CH3:36])=[CH:32][CH:31]=3)=[C:21]([C:23]3[CH:28]=[CH:27][C:26]([CH3:29])=[CH:25][CH:24]=3)[N:22]=[C:17]2[CH2:16][CH2:15][CH2:14]1)#[N:2].C1(P(C2C=CC=CC=2)C2C=CC=CC=2)C=CC=CC=1.C[Si]([N:61]=[N+:62]=[N-:63])(C)C.CCOC(/N=N/C(OCC)=O)=O. Product: [C:26]1([CH3:29])[CH:27]=[CH:28][C:23]([C:21]2[N:22]=[C:17]3[CH2:16][CH2:15][CH2:14][N:13]([CH2:12][CH2:11][CH2:10][CH2:9][CH2:8][CH2:7][C:6]4[N:5]([CH2:4][CH2:3][C:1]#[N:2])[N:63]=[N:62][N:61]=4)[C:18]3=[N:19][C:20]=2[C:30]2[CH:35]=[CH:34][C:33]([CH3:36])=[CH:32][CH:31]=2)=[CH:24][CH:25]=1. The catalyst class is: 1. (2) Reactant: [CH3:1][N:2]([CH3:36])[CH2:3][CH2:4][NH:5][C:6]([NH:8][C:9]1[CH:14]=[CH:13][C:12]([C:15]2[N:16]=[C:17]([N:30]3[CH2:35][CH2:34][O:33][CH2:32][CH2:31]3)[C:18]3[N:23]=[N:22][N:21]([CH:24]4[CH2:29][CH2:28][NH:27][CH2:26][CH2:25]4)[C:19]=3[N:20]=2)=[CH:11][CH:10]=1)=[O:7].[CH:37](=O)[CH2:38][CH2:39][CH3:40].[BH-](OC(C)=O)(OC(C)=O)OC(C)=O.[Na+].CC(O)=O. Product: [CH2:37]([N:27]1[CH2:28][CH2:29][CH:24]([N:21]2[C:19]3[N:20]=[C:15]([C:12]4[CH:11]=[CH:10][C:9]([NH:8][C:6]([NH:5][CH2:4][CH2:3][N:2]([CH3:36])[CH3:1])=[O:7])=[CH:14][CH:13]=4)[N:16]=[C:17]([N:30]4[CH2:35][CH2:34][O:33][CH2:32][CH2:31]4)[C:18]=3[N:23]=[N:22]2)[CH2:25][CH2:26]1)[CH2:38][CH2:39][CH3:40]. The catalyst class is: 1. (3) Reactant: [CH2:1]([N:3]1[CH:15]=[C:14]2[C:5]([C:6](=[O:16])[NH:7][C:8]3[CH:9]=[CH:10][CH:11]=[CH:12][C:13]=32)=[N:4]1)[CH3:2].CN(C)CCN(C)C.C([Li])CCC.Cl.CN(C)[CH:33]=[O:34]. Product: [CH2:1]([N:3]1[C:15]([CH:33]=[O:34])=[C:14]2[C:5]([C:6](=[O:16])[NH:7][C:8]3[CH:9]=[CH:10][CH:11]=[CH:12][C:13]=32)=[N:4]1)[CH3:2]. The catalyst class is: 783. (4) Reactant: [F:1][C:2]1[CH:7]=[CH:6][C:5]([B:8]([OH:10])[OH:9])=[CH:4][C:3]=1[CH:11]=O.[C:13]([O:17][C:18](=[O:27])[NH:19][C@H:20]1[CH2:25][CH2:24][C@H:23]([NH2:26])[CH2:22][CH2:21]1)([CH3:16])([CH3:15])[CH3:14].[CH3:28]C(O)=O.C(O[BH-](OC(=O)C)OC(=O)C)(=O)C.[Na+].C([O-])(O)=O.[Na+]. Product: [C:18]([N:19]([CH3:28])[CH:20]1[CH2:21][CH2:22][CH:23]([NH:26][CH2:11][C:3]2[CH:4]=[C:5]([B:8]([OH:9])[OH:10])[CH:6]=[CH:7][C:2]=2[F:1])[CH2:24][CH2:25]1)([O:17][C:13]([CH3:16])([CH3:14])[CH3:15])=[O:27]. The catalyst class is: 182. (5) Reactant: Br[C:2]1[N:7]=[C:6]([C:8]([N:10]2[CH2:15][CH2:14][N:13]([CH:16]([CH3:18])[CH3:17])[CH2:12][CH2:11]2)=[O:9])[CH:5]=[CH:4][CH:3]=1.BrC1N=[C:24]([C:26]([OH:28])=O)C=CC=1.[CH:29](N1CCNCC1)([CH3:31])[CH3:30].[ClH:38].CN(C)CCCN=C=NCC.ON1C2C=CC=CC=2N=N1.CCN(C(C)C)C(C)C.[CH2:69]([Cl:71])Cl. Product: [Cl:71][C:69]1[CH:24]=[C:26]([CH:31]=[CH:29][C:30]=1[Cl:38])[O:28][C:2]1[N:7]=[C:6]([C:8]([N:10]2[CH2:15][CH2:14][N:13]([CH:16]([CH3:18])[CH3:17])[CH2:12][CH2:11]2)=[O:9])[CH:5]=[CH:4][CH:3]=1. The catalyst class is: 6. (6) Reactant: [C:1]1([N:7]2[C:11]([N:12]3[CH2:16][CH:15]4[CH2:17][N:18](C(OC(C)(C)C)=O)[CH2:19][CH:14]4[CH2:13]3)=[N:10][N:9]=[N:8]2)[CH:6]=[CH:5][CH:4]=[CH:3][CH:2]=1. Product: [C:1]1([N:7]2[C:11]([N:12]3[CH2:13][CH:14]4[CH:15]([CH2:17][NH:18][CH2:19]4)[CH2:16]3)=[N:10][N:9]=[N:8]2)[CH:2]=[CH:3][CH:4]=[CH:5][CH:6]=1. The catalyst class is: 137.